This data is from Reaction yield outcomes from USPTO patents with 853,638 reactions. The task is: Predict the reaction yield, written as a fraction of the theoretical maximum amount of product (1.0 means a 100% yield; for example, 0.34 means a 34% yield). (1) The reactants are O[CH:2]=[C:3]1[C:11]2[C:6](=[CH:7][C:8]([C:12]([C:14]3[CH:15]=[C:16]([NH:20][C:21]([C:23]4[N:24]([CH3:29])[N:25]=[C:26]([CH3:28])[CH:27]=4)=[O:22])[CH:17]=[CH:18][CH:19]=3)=[O:13])=[CH:9][CH:10]=2)[NH:5][C:4]1=[O:30].[N:31]1([CH2:36][C:37]2[CH:42]=[CH:41][C:40]([NH2:43])=[CH:39][CH:38]=2)[CH2:35][CH2:34][CH2:33][CH2:32]1. The yield is 0.150. The catalyst is C1COCC1. The product is [O:30]=[C:4]1[C:3](=[CH:2][NH:43][C:40]2[CH:39]=[CH:38][C:37]([CH2:36][N:31]3[CH2:35][CH2:34][CH2:33][CH2:32]3)=[CH:42][CH:41]=2)[C:11]2[C:6](=[CH:7][C:8]([C:12]([C:14]3[CH:15]=[C:16]([NH:20][C:21]([C:23]4[N:24]([CH3:29])[N:25]=[C:26]([CH3:28])[CH:27]=4)=[O:22])[CH:17]=[CH:18][CH:19]=3)=[O:13])=[CH:9][CH:10]=2)[NH:5]1. (2) The reactants are [NH2:1][N:2]1[CH:6]=[C:5]([Cl:7])[CH:4]=[C:3]1[C:8]([O:10]C)=O.[NH3:12].CO. No catalyst specified. The product is [NH2:1][N:2]1[CH:6]=[C:5]([Cl:7])[CH:4]=[C:3]1[C:8]([NH2:12])=[O:10]. The yield is 0.945. (3) The reactants are [H-].[Na+].[C:3]([O:8][CH2:9][CH3:10])(=[O:7])/[CH:4]=[CH:5]/[CH3:6].CC1C=CC(S([CH2:21][N:22]=C)(=O)=O)=CC=1.[CH2:24](OCC)C. The catalyst is CS(C)=O. The product is [CH2:9]([O:8][C:3]([C:4]1[C:5]([CH3:24])=[CH:6][NH:22][CH:21]=1)=[O:7])[CH3:10]. The yield is 0.780. (4) The reactants are [NH3:1].[N:2]([C:5]1[CH:10]=[CH:9][C:8]([N:11]2[CH:15]=[N:14][C:13]([CH3:16])=[N:12]2)=[C:7]([O:17][CH3:18])[CH:6]=1)=[C:3]=[S:4]. No catalyst specified. The product is [CH3:18][O:17][C:7]1[CH:6]=[C:5]([NH:2][C:3]([NH2:1])=[S:4])[CH:10]=[CH:9][C:8]=1[N:11]1[CH:15]=[N:14][C:13]([CH3:16])=[N:12]1. The yield is 0.870. (5) The reactants are [CH3:1][S:2](Cl)(=[O:4])=[O:3].[F:6][CH:7]([F:40])[C:8]1[N:12]([C:13]2[N:14]=[C:15]([N:28]3[CH2:33][CH2:32][O:31][CH2:30][CH2:29]3)[C:16]3[N:21]=[N:20][N:19]([CH:22]4[CH2:27][CH2:26][NH:25][CH2:24][CH2:23]4)[C:17]=3[N:18]=2)[C:11]2[CH:34]=[CH:35][CH:36]=[C:37]([O:38][CH3:39])[C:10]=2[N:9]=1.C([O-])([O-])=O.[K+].[K+].O. The catalyst is C(Cl)Cl. The product is [F:40][CH:7]([F:6])[C:8]1[N:12]([C:13]2[N:14]=[C:15]([N:28]3[CH2:29][CH2:30][O:31][CH2:32][CH2:33]3)[C:16]3[N:21]=[N:20][N:19]([CH:22]4[CH2:23][CH2:24][N:25]([S:2]([CH3:1])(=[O:4])=[O:3])[CH2:26][CH2:27]4)[C:17]=3[N:18]=2)[C:11]2[CH:34]=[CH:35][CH:36]=[C:37]([O:38][CH3:39])[C:10]=2[N:9]=1. The yield is 0.870. (6) The reactants are Cl[C:2]1[N:7]=[C:6](Cl)[C:5]([F:9])=[CH:4][N:3]=1.[N+:10]([C:13]1[CH:14]=[C:15]([CH:17]=[CH:18][CH:19]=1)[NH2:16])([O-:12])=[O:11]. The catalyst is CO.O. The product is [N+:10]([C:13]1[CH:14]=[C:15]([NH:16][C:2]2[N:7]=[C:6]([NH:16][C:15]3[CH:17]=[CH:18][CH:19]=[C:13]([N+:10]([O-:12])=[O:11])[CH:14]=3)[C:5]([F:9])=[CH:4][N:3]=2)[CH:17]=[CH:18][CH:19]=1)([O-:12])=[O:11]. The yield is 0.760. (7) The reactants are [CH3:1][NH:2][CH3:3].[C:4]([O:8][C:9]([NH:11][C@@H:12]([CH2:25][C:26]([CH3:29])([CH3:28])[CH3:27])[CH2:13]OS(C1C=CC(C)=CC=1)(=O)=O)=[O:10])([CH3:7])([CH3:6])[CH3:5]. The catalyst is N1C=CC=CC=1.[OH-].[K+]. The product is [C:4]([O:8][C:9](=[O:10])[NH:11][C@H:12]([CH2:13][N:2]([CH3:3])[CH3:1])[CH2:25][C:26]([CH3:29])([CH3:28])[CH3:27])([CH3:7])([CH3:6])[CH3:5]. The yield is 0.650.